Dataset: Retrosynthesis with 50K atom-mapped reactions and 10 reaction types from USPTO. Task: Predict the reactants needed to synthesize the given product. (1) Given the product COc1ccc(CN(c2ncns2)S(=O)(=O)c2ccc(Oc3ccc(Cl)cc3-c3cnn(C(C)(C)C)c3NC(=O)C(F)(F)F)c(C#N)c2)c(OC)c1, predict the reactants needed to synthesize it. The reactants are: CC(C)(C)n1ncc(-c2cc(Cl)ccc2O)c1NC(=O)C(F)(F)F.COc1ccc(CN(c2ncns2)S(=O)(=O)c2ccc(F)c(C#N)c2)c(OC)c1. (2) The reactants are: Cn1c(C2CC2)nc2ccc(-n3ccc(OCc4ccccc4)cc3=O)cc21. Given the product Cn1c(C2CC2)nc2ccc(-n3ccc(O)cc3=O)cc21, predict the reactants needed to synthesize it. (3) Given the product O=C(OCc1ccccc1)N1CCC(c2nnn[nH]2)C1, predict the reactants needed to synthesize it. The reactants are: N#CC1CCN(C(=O)OCc2ccccc2)C1.[N-]=[N+]=[N-]. (4) Given the product NC(=O)N1C(=O)Cc2cc(Cl)ccc21, predict the reactants needed to synthesize it. The reactants are: NC(=O)Nc1ccc(Cl)cc1CC(=O)O. (5) Given the product COc1ccc(CCc2cc(OC)c(OC)cc2C)cc1OC, predict the reactants needed to synthesize it. The reactants are: COc1ccc(CC(=O)c2cc(OC)c(OC)cc2C)cc1OC. (6) Given the product O=C(N[C@H]1CC[C@H](Oc2ccnc3ccccc23)CC1)c1ccc(F)c(F)c1, predict the reactants needed to synthesize it. The reactants are: N[C@H]1CC[C@H](Oc2ccnc3ccccc23)CC1.O=C(Cl)c1ccc(F)c(F)c1. (7) Given the product COc1cccc(-c2oc(C)cc2C(=O)O)c1, predict the reactants needed to synthesize it. The reactants are: CCOC(=O)c1cc(C)oc1-c1cccc(OC)c1.